This data is from Forward reaction prediction with 1.9M reactions from USPTO patents (1976-2016). The task is: Predict the product of the given reaction. (1) Given the reactants [CH3:1][O:2][CH:3]([O:6][CH3:7])[CH:4]=O.C(=O)([O-])[O-].[K+].[K+].C(N(CC)CC)C.FC(F)(F)C(OC(=O)C(F)(F)F)=O.[N+:34]([CH3:37])([O-:36])=[O:35], predict the reaction product. The product is: [CH3:1][O:2][CH:3]([O:6][CH3:7])/[CH:4]=[CH:37]/[N+:34]([O-:36])=[O:35]. (2) Given the reactants [Br:1][C:2]1[CH:7]=[CH:6][C:5]([C:8]2[CH:13]=[CH:12][C:11](Br)=[CH:10][CH:9]=2)=[CH:4][CH:3]=1.C([Li])CCC.[B:20](OC)([O:23]C)[O:21]C.O.Cl, predict the reaction product. The product is: [Br:1][C:2]1[CH:7]=[CH:6][C:5]([C:8]2[CH:13]=[CH:12][C:11]([B:20]([OH:23])[OH:21])=[CH:10][CH:9]=2)=[CH:4][CH:3]=1.